This data is from Reaction yield outcomes from USPTO patents with 853,638 reactions. The task is: Predict the reaction yield, written as a fraction of the theoretical maximum amount of product (1.0 means a 100% yield; for example, 0.34 means a 34% yield). The reactants are [F:1][C:2]1[CH:7]=[CH:6][C:5]([C:8](=[CH2:22])[C:9]([C:11]2[CH:21]=[CH:20][C:14]3[O:15][CH2:16][C:17](=[O:19])[NH:18][C:13]=3[CH:12]=2)=O)=[CH:4][CH:3]=1.Cl.[F:24][C:25]1[CH:30]=[CH:29][C:28]([NH:31][NH2:32])=[CH:27][CH:26]=1.C(N(CC)CC)C. No catalyst specified. The product is [F:24][C:25]1[CH:30]=[CH:29][C:28]([N:31]2[CH2:22][CH:8]([C:5]3[CH:6]=[CH:7][C:2]([F:1])=[CH:3][CH:4]=3)[C:9]([C:11]3[CH:21]=[CH:20][C:14]4[O:15][CH2:16][C:17](=[O:19])[NH:18][C:13]=4[CH:12]=3)=[N:32]2)=[CH:27][CH:26]=1. The yield is 0.290.